Dataset: Reaction yield outcomes from USPTO patents with 853,638 reactions. Task: Predict the reaction yield, written as a fraction of the theoretical maximum amount of product (1.0 means a 100% yield; for example, 0.34 means a 34% yield). (1) The reactants are [Br:1][C:2]1[C:10]2[O:11][CH2:12][CH2:13][C:9]=2[C:8]2[C:7]([CH2:14][C:15]([NH2:17])=[O:16])=[CH:6][CH2:5][C:4]=2[C:3]=1[Br:18].[H][H]. The catalyst is C(O)C. The product is [Br:1][C:2]1[C:10]2[O:11][CH2:12][CH2:13][C:9]=2[C:8]2[C@H:7]([CH2:14][C:15]([NH2:17])=[O:16])[CH2:6][CH2:5][C:4]=2[C:3]=1[Br:18]. The yield is 0.850. (2) The catalyst is C1COCC1.CN1C(=O)N(C)CCC1. The reactants are [CH2:1]([O:3][C:4](=[O:13])[CH:5]([C:7]1[CH:12]=[CH:11][CH:10]=[CH:9][CH:8]=1)[CH3:6])[CH3:2].[C:14]1(C)C=CC(CC(OCC)=O)=CC=1.[Li+].CC([N-]C(C)C)C.CI. The product is [C:10]1([CH3:14])[CH:11]=[CH:12][C:7]([CH:5]([CH3:6])[C:4]([O:3][CH2:1][CH3:2])=[O:13])=[CH:8][CH:9]=1. The yield is 0.860. (3) The reactants are CS(O[CH2:6][C:7]1[CH:11]=[C:10]([C:12]2[C:13]([C:42](=[O:46])[NH:43][CH2:44][CH3:45])=[N:14][O:15][C:16]=2[C:17]2[CH:22]=[C:21]([CH:23]([CH3:25])[CH3:24])[C:20]([O:26][CH2:27][C:28]3[CH:33]=[CH:32][CH:31]=[CH:30][CH:29]=3)=[CH:19][C:18]=2[O:34][CH2:35][C:36]2[CH:41]=[CH:40][CH:39]=[CH:38][CH:37]=2)[O:9][N:8]=1)(=O)=O.[CH2:47]([NH2:49])[CH3:48]. No catalyst specified. The product is [CH2:35]([O:34][C:18]1[CH:19]=[C:20]([O:26][CH2:27][C:28]2[CH:29]=[CH:30][CH:31]=[CH:32][CH:33]=2)[C:21]([CH:23]([CH3:24])[CH3:25])=[CH:22][C:17]=1[C:16]1[O:15][N:14]=[C:13]([C:42]([NH:43][CH2:44][CH3:45])=[O:46])[C:12]=1[C:10]1[O:9][N:8]=[C:7]([CH2:6][NH:49][CH2:47][CH3:48])[CH:11]=1)[C:36]1[CH:41]=[CH:40][CH:39]=[CH:38][CH:37]=1. The yield is 0.810. (4) The reactants are [C:1]([C:5]1[C:10]([N+:11]([O-:13])=[O:12])=[CH:9][C:8]([NH:14][C:15]#[C:16][Si](C)(C)C)=[CH:7][CH:6]=1)([CH3:4])([CH3:3])[CH3:2]. The catalyst is CN(C=O)C.[Cu]I. The product is [C:1]([C:5]1[CH:6]=[C:7]2[C:8](=[CH:9][C:10]=1[N+:11]([O-:13])=[O:12])[NH:14][CH:15]=[CH:16]2)([CH3:4])([CH3:3])[CH3:2]. The yield is 0.690. (5) The reactants are [F:1][C:2]1[CH:7]=[CH:6][CH:5]=[CH:4][CH:3]=1.[Cl-].[Cl-].[Cl-].[Al+3].[C:12]1(=[O:18])[O:17][C:15](=[O:16])[CH2:14][CH2:13]1. The catalyst is C(Cl)Cl. The product is [F:1][C:2]1[CH:7]=[CH:6][C:5]([C:12](=[O:18])[CH2:13][CH2:14][C:15]([OH:17])=[O:16])=[CH:4][CH:3]=1. The yield is 0.596. (6) The reactants are [NH2:1][C:2]1[CH:7]=[CH:6][C:5]([C:8]2[CH:13]=[CH:12][C:11]([C:14]([C@@H:16]3[CH2:19][CH2:18][C@H:17]3[C:20]([O:22]C)=[O:21])=[O:15])=[CH:10][CH:9]=2)=[CH:4][CH:3]=1.Cl[C:25]1[S:26][C:27]2[CH:33]=[C:32]([F:34])[CH:31]=[C:30]([F:35])[C:28]=2[N:29]=1.[OH-].[Na+].[CH2:38](O)CCC. No catalyst specified. The yield is 0.430. The product is [F:35][C:30]1[C:28]2[N:29]=[C:25]([NH:1][C:2]3[CH:3]=[CH:4][C:5]([C:8]4[CH:9]=[CH:10][C:11]([C:14]([C@@H:16]5[CH2:38][CH2:19][CH2:18][C@H:17]5[C:20]([OH:22])=[O:21])=[O:15])=[CH:12][CH:13]=4)=[CH:6][CH:7]=3)[S:26][C:27]=2[CH:33]=[C:32]([F:34])[CH:31]=1. (7) The reactants are [CH3:1][O:2][C:3]1[CH:4]=[CH:5][C:6]2[O:10][CH:9]=[C:8]([CH3:11])[C:7]=2[CH:12]=1.[C:13](Cl)(=[O:20])[C:14]1[CH:19]=[CH:18][CH:17]=[CH:16][CH:15]=1.[N+](C)([O-])=O.[Cl-].[Al+3].[Cl-].[Cl-]. The product is [CH3:1][O:2][C:3]1[CH:4]=[CH:5][C:6]2[O:10][C:9]([C:13]([C:14]3[CH:19]=[CH:18][CH:17]=[CH:16][CH:15]=3)=[O:20])=[C:8]([CH3:11])[C:7]=2[CH:12]=1. The yield is 0.620. The catalyst is O.